This data is from Reaction yield outcomes from USPTO patents with 853,638 reactions. The task is: Predict the reaction yield, written as a fraction of the theoretical maximum amount of product (1.0 means a 100% yield; for example, 0.34 means a 34% yield). (1) The reactants are [O:1]1[C:5]2([CH2:10][CH2:9][N:8]([C:11]([C:13]3[NH:14][C:15]4[C:20]([CH:21]=3)=[CH:19][C:18]([C:22]([N:24]3[CH2:29][CH2:28][N:27]([CH:30]([CH3:32])[CH3:31])[CH2:26][CH2:25]3)=[O:23])=[CH:17][CH:16]=4)=[O:12])[CH2:7][CH2:6]2)[O:4][CH2:3][CH2:2]1.[Cl:33][C:34]1[CH:39]=[C:38](B(O)O)[CH:37]=[CH:36][N:35]=1.N1C=CC=CC=1. The catalyst is ClCCl.C([O-])(=O)C.[Cu+2].C([O-])(=O)C. The product is [Cl:33][C:34]1[CH:39]=[C:38]([N:14]2[C:15]3[C:20](=[CH:19][C:18]([C:22]([N:24]4[CH2:25][CH2:26][N:27]([CH:30]([CH3:32])[CH3:31])[CH2:28][CH2:29]4)=[O:23])=[CH:17][CH:16]=3)[CH:21]=[C:13]2[C:11]([N:8]2[CH2:9][CH2:10][C:5]3([O:4][CH2:3][CH2:2][O:1]3)[CH2:6][CH2:7]2)=[O:12])[CH:37]=[CH:36][N:35]=1. The yield is 0.420. (2) The reactants are [NH:1]1[C:9]2[C:4](=[CH:5][CH:6]=[CH:7][CH:8]=2)[CH:3]=[C:2]1[CH:10]=O.[NH:12]1[C:16]2[CH:17]=[CH:18][CH:19]=[CH:20][C:15]=2[N:14]=[C:13]1[CH2:21][NH:22][CH:23]1[CH2:28][CH2:27][CH:26]([NH:29][CH:30]2[C:39]3[N:38]=[CH:37][CH:36]=[CH:35][C:34]=3[CH2:33][CH2:32][CH2:31]2)[CH2:25][CH2:24]1.[BH4-].[Na+]. The catalyst is CO. The product is [NH:12]1[C:16]2[CH:17]=[CH:18][CH:19]=[CH:20][C:15]=2[N:14]=[C:13]1[CH2:21][NH:22][CH:23]1[CH2:28][CH2:27][CH:26]([N:29]([CH2:10][C:2]2[NH:1][C:9]3[C:4]([CH:3]=2)=[CH:5][CH:6]=[CH:7][CH:8]=3)[CH:30]2[C:39]3[N:38]=[CH:37][CH:36]=[CH:35][C:34]=3[CH2:33][CH2:32][CH2:31]2)[CH2:25][CH2:24]1. The yield is 0.470. (3) The reactants are [O:1]=[C:2]1[O:13][CH2:12][C@@H:11]2[CH2:14][CH2:15][CH2:16][N:10]2[C:9](=[O:17])[CH2:8][CH2:7][CH:6]=[CH:5][CH2:4][C@H:3]1[CH2:18][C:19]([O:21]C(C)(C)C)=O.FC(F)(F)C(O)=O.O=C1OC[C@@H]2CCCN2C(=O)CCC=CC[C@H]1CC(O)=O.[Cl:54][C:55]1[CH:60]=[CH:59][C:58]([CH2:61][NH2:62])=[CH:57][CH:56]=1. The catalyst is C(Cl)Cl.CO.C(Cl)Cl. The product is [Cl:54][C:55]1[CH:60]=[CH:59][C:58]([CH2:61][NH:62][C:19](=[O:21])[CH2:18][C@H:3]2[C:2](=[O:1])[O:13][CH2:12][C@@H:11]3[CH2:14][CH2:15][CH2:16][N:10]3[C:9](=[O:17])[CH2:8][CH2:7][CH:6]=[CH:5][CH2:4]2)=[CH:57][CH:56]=1. The yield is 0.530. (4) The reactants are Br[C:2]1[CH:3]=[C:4]([C:8]([O:10][CH3:11])=[O:9])[S:5][C:6]=1[Cl:7].[CH3:12][N:13]1[C:17](B2OC(C)(C)C(C)(C)O2)=[CH:16][CH:15]=[N:14]1.C(=O)([O-])[O-].[K+].[K+]. The catalyst is O1CCOCC1.O.CC(C)([P](C(C)(C)C)([Pd][P](C(C)(C)C)(C(C)(C)C)C(C)(C)C)C(C)(C)C)C. The product is [Cl:7][C:6]1[S:5][C:4]([C:8]([O:10][CH3:11])=[O:9])=[CH:3][C:2]=1[C:17]1[N:13]([CH3:12])[N:14]=[CH:15][CH:16]=1. The yield is 0.637. (5) The reactants are [Cl:1][C:2]1[CH:7]=[CH:6][C:5]([S:8]([N:11]([C:15]2[C:16]([C:22](=[O:31])[C:23]3[CH:28]=[CH:27][CH:26]=[C:25]([CH3:29])[C:24]=3[Cl:30])=[N:17][CH:18]=[C:19]([Cl:21])[CH:20]=2)COC)(=[O:10])=[O:9])=[CH:4][C:3]=1[C:32]([F:35])([F:34])[F:33].O. The catalyst is Cl.O1CCOCC1. The product is [Cl:1][C:2]1[CH:7]=[CH:6][C:5]([S:8]([NH:11][C:15]2[C:16]([C:22](=[O:31])[C:23]3[CH:28]=[CH:27][CH:26]=[C:25]([CH3:29])[C:24]=3[Cl:30])=[N:17][CH:18]=[C:19]([Cl:21])[CH:20]=2)(=[O:9])=[O:10])=[CH:4][C:3]=1[C:32]([F:34])([F:35])[F:33]. The yield is 0.640. (6) The yield is 0.680. The reactants are [NH:1]1[CH2:5][CH:4]=[CH:3][CH2:2]1.Cl[C:7]([O:9][CH2:10][C:11]1[CH:16]=[CH:15][CH:14]=[CH:13][CH:12]=1)=[O:8]. The product is [N:1]1([C:7]([O:9][CH2:10][C:11]2[CH:16]=[CH:15][CH:14]=[CH:13][CH:12]=2)=[O:8])[CH2:5][CH:4]=[CH:3][CH2:2]1. The catalyst is C(Cl)Cl. (7) The reactants are [H-].[Na+].[CH3:3][C:4]([C:6]1[CH:11]=[CH:10][CH:9]=[C:8]([Cl:12])[CH:7]=1)=[O:5].[C:13](OCC)(=[O:19])[C:14]([O:16][CH2:17][CH3:18])=[O:15].Cl. The catalyst is CN(C=O)C.C(OCC)(=O)C. The product is [CH2:17]([O:16][C:14](=[O:15])[C:13](=[O:19])[CH2:3][C:4]([C:6]1[CH:11]=[CH:10][CH:9]=[C:8]([Cl:12])[CH:7]=1)=[O:5])[CH3:18]. The yield is 0.670. (8) The reactants are [CH2:1]([C@H:8]1[CH2:12][O:11][C:10](=[O:13])[NH:9]1)[C:2]1[CH:7]=[CH:6][CH:5]=[CH:4][CH:3]=1.[CH3:14][CH:15]([CH3:21])[CH2:16][CH2:17][C:18](Cl)=[O:19]. No catalyst specified. The product is [CH2:1]([C@H:8]1[CH2:12][O:11][C:10](=[O:13])[N:9]1[C:18](=[O:19])[CH2:17][CH2:16][CH:15]([CH3:21])[CH3:14])[C:2]1[CH:3]=[CH:4][CH:5]=[CH:6][CH:7]=1. The yield is 1.00.